Predict the product of the given reaction. From a dataset of Forward reaction prediction with 1.9M reactions from USPTO patents (1976-2016). (1) Given the reactants [F:1][C:2]([F:7])([F:6])[C:3]([OH:5])=[O:4].[F:8][C:9]([F:14])([F:13])[C:10]([OH:12])=[O:11].FC(F)(F)C(O)=O.[Cl:22][C:23]1[CH:24]=[N:25][C:26]2[NH:27][C:28]3[CH:29]=[N:30][CH:31]=[C:32]([CH:54]=3)[CH2:33][CH2:34][C:35]3[CH:43]=[C:39]([NH:40][C:41]=1[N:42]=2)[CH:38]=[CH:37][C:36]=3[NH:44][C:45](=[O:53])[CH2:46][CH:47]1[CH2:52][CH2:51][NH:50][CH2:49][CH2:48]1.[N:55]([C:58]1[CH:63]=[CH:62][CH:61]=[C:60]([O:64][CH3:65])[CH:59]=1)=[C:56]=[O:57], predict the reaction product. The product is: [F:1][C:2]([F:7])([F:6])[C:3]([OH:5])=[O:4].[F:8][C:9]([F:14])([F:13])[C:10]([OH:12])=[O:11].[Cl:22][C:23]1[CH:24]=[N:25][C:26]2[NH:27][C:28]3[CH:29]=[N:30][CH:31]=[C:32]([CH:54]=3)[CH2:33][CH2:34][C:35]3[CH:43]=[C:39]([NH:40][C:41]=1[N:42]=2)[CH:38]=[CH:37][C:36]=3[NH:44][C:45](=[O:53])[CH2:46][CH:47]1[CH2:52][CH2:51][N:50]([C:56]([NH:55][C:58]2[CH:63]=[CH:62][CH:61]=[C:60]([O:64][CH3:65])[CH:59]=2)=[O:57])[CH2:49][CH2:48]1. (2) Given the reactants [C:1]([O:5][C:6]([N:8]1[CH2:11][C:10]([CH3:30])([C:12]([C:14]2[CH:15]=[C:16]3[C:25](=[CH:26][CH:27]=2)[O:24][CH2:23][C:22]2[N:17]3[C@H:18]([CH3:29])[C:19](=[O:28])[NH:20][N:21]=2)=[CH2:13])[CH2:9]1)=[O:7])([CH3:4])([CH3:3])[CH3:2], predict the reaction product. The product is: [C:1]([O:5][C:6]([N:8]1[CH2:11][C:10]([CH3:30])([CH:12]([C:14]2[CH:15]=[C:16]3[C:25](=[CH:26][CH:27]=2)[O:24][CH2:23][C:22]2[N:17]3[C@H:18]([CH3:29])[C:19](=[O:28])[NH:20][N:21]=2)[CH3:13])[CH2:9]1)=[O:7])([CH3:2])([CH3:3])[CH3:4]. (3) Given the reactants [NH2:1][C:2]1[CH:7]=[CH:6][C:5]([NH:8][S:9]([CH3:12])(=[O:11])=[O:10])=[CH:4][C:3]=1[S:13]([NH2:16])(=[O:15])=[O:14].C(OCC)C.[CH3:22][O:23][C:24](=[O:29])[CH2:25][C:26](Cl)=[O:27], predict the reaction product. The product is: [CH3:22][O:23][C:24](=[O:29])[CH2:25][C:26]([NH:1][C:2]1[CH:7]=[CH:6][C:5]([NH:8][S:9]([CH3:12])(=[O:10])=[O:11])=[CH:4][C:3]=1[S:13](=[O:14])(=[O:15])[NH2:16])=[O:27]. (4) Given the reactants CC(OC1C=C2C(=CC=1)N(CC1SC(C3C=CC(C(F)(F)F)=CC=3)=NC=1C)C=C2)(C)C(O)=O.C([O:36][C:37](=[O:68])[C:38]([CH3:67])([O:40][C:41]1[CH:49]=[C:48]2[C:44]([CH:45]=[CH:46][N:47]2[CH2:50][C:51]2[S:55][C:54]([C:56]3[CH:61]=[CH:60][C:59]([C:62]([F:65])([F:64])[F:63])=[CH:58][CH:57]=3)=[N:53][C:52]=2[CH3:66])=[CH:43][CH:42]=1)[CH3:39])C, predict the reaction product. The product is: [CH3:67][C:38]([O:40][C:41]1[CH:49]=[C:48]2[C:44]([CH:45]=[CH:46][N:47]2[CH2:50][C:51]2[S:55][C:54]([C:56]3[CH:61]=[CH:60][C:59]([C:62]([F:65])([F:64])[F:63])=[CH:58][CH:57]=3)=[N:53][C:52]=2[CH3:66])=[CH:43][CH:42]=1)([CH3:39])[C:37]([OH:68])=[O:36].